From a dataset of Catalyst prediction with 721,799 reactions and 888 catalyst types from USPTO. Predict which catalyst facilitates the given reaction. (1) Reactant: [NH2:1][C:2]1[CH:3]=[CH:4][C:5]([Cl:9])=[C:6]([OH:8])[CH:7]=1.Br[CH:11]([CH3:13])[CH3:12].C([O-])([O-])=O.[K+].[K+]. Product: [Cl:9][C:5]1[CH:4]=[CH:3][C:2]([NH2:1])=[CH:7][C:6]=1[O:8][CH:11]([CH3:13])[CH3:12]. The catalyst class is: 23. (2) The catalyst class is: 377. Reactant: [NH2:1][C:2]1[C:28]([Br:29])=[CH:27][C:5]2[C:6]([C:23]([NH:25][CH3:26])=[O:24])=[C:7]([C:9]3[CH:10]=[N:11][C:12]([O:15][C:16]4[CH:21]=[CH:20][C:19]([F:22])=[CH:18][CH:17]=4)=[CH:13][CH:14]=3)[O:8][C:4]=2[CH:3]=1.[CH3:30][S:31](Cl)(=[O:33])=[O:32]. Product: [Br:29][C:28]1[C:2]([NH:1][S:31]([CH3:30])(=[O:33])=[O:32])=[CH:3][C:4]2[O:8][C:7]([C:9]3[CH:10]=[N:11][C:12]([O:15][C:16]4[CH:17]=[CH:18][C:19]([F:22])=[CH:20][CH:21]=4)=[CH:13][CH:14]=3)=[C:6]([C:23]([NH:25][CH3:26])=[O:24])[C:5]=2[CH:27]=1. (3) Reactant: Br[C:2]1[CH:7]=[CH:6][C:5]([CH2:8][C:9]([OH:11])=[O:10])=[C:4]([F:12])[CH:3]=1.[CH3:13][C:14]1([CH3:30])[C:18]([CH3:20])([CH3:19])[O:17][B:16]([B:16]2[O:17][C:18]([CH3:20])([CH3:19])[C:14]([CH3:30])([CH3:13])[O:15]2)[O:15]1.C([O-])(=O)C.[K+]. Product: [F:12][C:4]1[CH:3]=[C:2]([B:16]2[O:17][C:18]([CH3:20])([CH3:19])[C:14]([CH3:30])([CH3:13])[O:15]2)[CH:7]=[CH:6][C:5]=1[CH2:8][C:9]([OH:11])=[O:10]. The catalyst class is: 3. (4) Reactant: [Cl:1][C:2]1[CH:21]=[CH:20][C:5]([O:6][C:7]2[CH:12]=[N:11][CH:10]=[C:9]3[S:13][C:14]([C:16](OC)=[O:17])=[CH:15][C:8]=23)=[CH:4][CH:3]=1.[Cl-].[Cl-].[Ca+2].[BH4-].[Na+].O. Product: [Cl:1][C:2]1[CH:21]=[CH:20][C:5]([O:6][C:7]2[CH:12]=[N:11][CH:10]=[C:9]3[S:13][C:14]([CH2:16][OH:17])=[CH:15][C:8]=23)=[CH:4][CH:3]=1. The catalyst class is: 8. (5) Reactant: [CH3:1][N:2]([CH2:4][C:5]1[CH:12]=[CH:11][C:8]([CH:9]=O)=[CH:7][CH:6]=1)[CH3:3].[NH2:13][C:14]1[CH:22]=[C:21]([F:23])[CH:20]=[C:19]2[C:15]=1[CH2:16][O:17][C:18]2=[O:24].S([O-])([O-])(=O)=O.[Mg+2]. Product: [CH3:1][N:2]([CH2:4][C:5]1[CH:12]=[CH:11][C:8](/[CH:9]=[N:13]/[C:14]2[CH:22]=[C:21]([F:23])[CH:20]=[C:19]3[C:15]=2[CH2:16][O:17][C:18]3=[O:24])=[CH:7][CH:6]=1)[CH3:3]. The catalyst class is: 10.